Dataset: Full USPTO retrosynthesis dataset with 1.9M reactions from patents (1976-2016). Task: Predict the reactants needed to synthesize the given product. Given the product [N:1]([C@@H:4]([C@@H:43]([C:50]1[CH:55]=[CH:54][C:53]([F:56])=[CH:52][CH:51]=1)[CH:44]1[CH2:49][CH2:48][O:47][CH2:46][CH2:45]1)[C:5]([NH:7][C:8]1[CH:13]=[CH:12][CH:11]=[C:10]([F:14])[C:9]=1[CH2:15][CH2:16][C@@H:17]1[N:33]([S:34]([C:37]2[CH:38]=[CH:39][CH:40]=[CH:41][CH:42]=2)(=[O:36])=[O:35])[CH2:31][C:28]2([CH2:29][CH2:30]2)[CH2:27][N:19]([C:20]([O:21][C:22]([CH3:23])([CH3:25])[CH3:24])=[O:26])[CH2:18]1)=[O:6])=[N+:2]=[N-:3], predict the reactants needed to synthesize it. The reactants are: [N:1]([C@@H:4]([C@@H:43]([C:50]1[CH:55]=[CH:54][C:53]([F:56])=[CH:52][CH:51]=1)[CH:44]1[CH2:49][CH2:48][O:47][CH2:46][CH2:45]1)[C:5]([NH:7][C:8]1[CH:13]=[CH:12][CH:11]=[C:10]([F:14])[C:9]=1[CH2:15][CH2:16][C@H:17]([NH:33][S:34]([C:37]1[CH:42]=[CH:41][CH:40]=[CH:39][CH:38]=1)(=[O:36])=[O:35])[CH2:18][N:19]([CH2:27][C:28]1([CH2:31]O)[CH2:30][CH2:29]1)[C:20](=[O:26])[O:21][C:22]([CH3:25])([CH3:24])[CH3:23])=[O:6])=[N+:2]=[N-:3].CC(OC(/N=N/C(OC(C)C)=O)=O)C.C1(P(C2C=CC=CC=2)C2C=CC=CC=2)C=CC=CC=1.